Dataset: Reaction yield outcomes from USPTO patents with 853,638 reactions. Task: Predict the reaction yield, written as a fraction of the theoretical maximum amount of product (1.0 means a 100% yield; for example, 0.34 means a 34% yield). (1) The reactants are [BH4-].[Na+].[CH:3]([C:5]1([C:11]([O:13][CH3:14])=[O:12])[CH2:10][CH2:9][O:8][CH2:7][CH2:6]1)=[O:4]. The catalyst is CO. The product is [OH:4][CH2:3][C:5]1([C:11]([O:13][CH3:14])=[O:12])[CH2:10][CH2:9][O:8][CH2:7][CH2:6]1. The yield is 0.590. (2) The reactants are C(N[CH:5]([CH3:7])[CH3:6])(C)C.C([Li])CCC.CCCCCC.[CH:19]1([C:29]([O:31][CH3:32])=[O:30])[CH2:24][CH2:23][CH:22]([C:25]([O:27][CH3:28])=[O:26])[CH2:21][CH2:20]1.C(I)C=C. The catalyst is C1COCC1.CN(C)P(N(C)C)(N(C)C)=O. The product is [CH3:32][O:31][C:29]([C:19]1([CH2:7][CH:5]=[CH2:6])[CH2:24][CH2:23][CH:22]([C:25]([O:27][CH3:28])=[O:26])[CH2:21][CH2:20]1)=[O:30]. The yield is 0.970. (3) The catalyst is CN(C=O)C. The yield is 1.00. The product is [C:36]1(=[O:45])[N:35]([CH2:34][C:33](=[O:46])[CH2:32][NH:1][C@@H:2]([C:6]2[O:7][C:8]3[C:13]([C:14](=[O:23])[C:15]=2[CH2:16][C:17]2[CH:22]=[CH:21][CH:20]=[CH:19][CH:18]=2)=[CH:12][CH:11]=[C:10]([Cl:24])[CH:9]=3)[CH:3]([CH3:4])[CH3:5])[C:39](=[O:40])[C:38]2=[CH:41][CH:42]=[CH:43][CH:44]=[C:37]12. The reactants are [NH2:1][C@@H:2]([C:6]1[O:7][C:8]2[C:13]([C:14](=[O:23])[C:15]=1[CH2:16][C:17]1[CH:22]=[CH:21][CH:20]=[CH:19][CH:18]=1)=[CH:12][CH:11]=[C:10]([Cl:24])[CH:9]=2)[CH:3]([CH3:5])[CH3:4].C([O-])([O-])=O.[K+].[K+].Br[CH2:32][C:33](=[O:46])[CH2:34][N:35]1[C:39](=[O:40])[C:38]2=[CH:41][CH:42]=[CH:43][CH:44]=[C:37]2[C:36]1=[O:45]. (4) The reactants are [Br-].[CH:2]1[C:11]2[C:6](=[CH:7][CH:8]=[CH:9][CH:10]=2)[CH:5]=[CH:4][C:3]=1[CH:12]([P+](C1C=CC=CC=1)(C1C=CC=CC=1)C1C=CC=CC=1)[CH3:13].[Li]CCCC.[CH:38]([C:41]1[CH:42]=[C:43]([CH:47]([CH3:51])[CH2:48][CH:49]=O)[CH:44]=[CH:45][CH:46]=1)([CH3:40])[CH3:39].O. The catalyst is C1COCC1. The product is [CH:38]([C:41]1[CH:42]=[C:43]([CH:47]([CH3:51])[CH2:48][CH:49]=[C:12]([C:3]2[CH:4]=[CH:5][C:6]3[C:11](=[CH:10][CH:9]=[CH:8][CH:7]=3)[CH:2]=2)[CH3:13])[CH:44]=[CH:45][CH:46]=1)([CH3:40])[CH3:39]. The yield is 0.380. (5) The reactants are [C:1]([C:5]1[CH:10]=[CH:9][C:8]([C:11]2[CH:12]=[CH:13][CH:14]=[C:15]3[C:19]=2[CH2:18][C:17]([CH3:20])=[CH:16]3)=[CH:7][CH:6]=1)([CH3:4])([CH3:3])[CH3:2].[Li]CCCC.C([Cu])#N.[C:29]([C:33]1[CH:41]=[C:40]2[C:36]([CH:37]=[C:38]([CH3:46])[CH:39]2[Si:42](Cl)([CH3:44])[CH3:43])=[C:35]([C:47]2[CH:52]=[C:51]([C:53]([CH3:56])([CH3:55])[CH3:54])[CH:50]=[C:49]([C:57]([CH3:60])([CH3:59])[CH3:58])[CH:48]=2)[C:34]=1[O:61][CH3:62])([CH3:32])([CH3:31])[CH3:30]. The catalyst is CCOCC.O. The product is [C:29]([C:33]1[CH:41]=[C:40]2[C:36]([CH:37]=[C:38]([CH3:46])[CH:39]2[Si:42]([CH:16]2[C:15]3[C:19](=[C:11]([C:8]4[CH:9]=[CH:10][C:5]([C:1]([CH3:4])([CH3:2])[CH3:3])=[CH:6][CH:7]=4)[CH:12]=[CH:13][CH:14]=3)[CH:18]=[C:17]2[CH3:20])([CH3:44])[CH3:43])=[C:35]([C:47]2[CH:48]=[C:49]([C:57]([CH3:60])([CH3:59])[CH3:58])[CH:50]=[C:51]([C:53]([CH3:56])([CH3:55])[CH3:54])[CH:52]=2)[C:34]=1[O:61][CH3:62])([CH3:31])([CH3:30])[CH3:32]. The yield is 0.800. (6) The reactants are [NH2:1][C:2]1[C:11]2[C:6](=[C:7](Br)[CH:8]=[CH:9][CH:10]=2)[N:5]=[N:4][C:3]=1[C:13]([NH:15][CH2:16][CH2:17][CH3:18])=[O:14].[F:19][C:20]1[CH:25]=[CH:24][C:23](B(O)O)=[C:22]([O:29][CH3:30])[CH:21]=1. No catalyst specified. The product is [NH2:1][C:2]1[C:11]2[C:6](=[C:7]([C:23]3[CH:24]=[CH:25][C:20]([F:19])=[CH:21][C:22]=3[O:29][CH3:30])[CH:8]=[CH:9][CH:10]=2)[N:5]=[N:4][C:3]=1[C:13]([NH:15][CH2:16][CH2:17][CH3:18])=[O:14]. The yield is 0.830. (7) The product is [CH2:20]([O:27][C:28](=[O:43])[NH:29][C:30]1[C:39]2[CH2:38][CH:37]([NH2:40])[CH2:36][CH2:35][C:34]=2[CH:33]=[CH:32][CH:31]=1)[C:21]1[CH:26]=[CH:25][CH:24]=[CH:23][CH:22]=1. The yield is 0.830. The reactants are C1(P(C2C=CC=CC=2)C2C=CC=CC=2)C=CC=CC=1.[CH2:20]([O:27][C:28](=[O:43])[NH:29][C:30]1[C:39]2[CH2:38][CH:37]([N:40]=[N+]=[N-])[CH2:36][CH2:35][C:34]=2[CH:33]=[CH:32][CH:31]=1)[C:21]1[CH:26]=[CH:25][CH:24]=[CH:23][CH:22]=1.O. The catalyst is C1COCC1. (8) The reactants are [F:1][C:2]1[CH:22]=[C:21]([N+:23]([O-])=O)[CH:20]=[CH:19][C:3]=1[O:4][C:5]1[CH:10]=[CH:9][N:8]=[C:7]([NH:11][C:12]([N:14]2[CH2:18][CH2:17][CH2:16][CH2:15]2)=[O:13])[CH:6]=1.[Cl-].[NH4+]. The catalyst is C(O)C.O.[Fe]. The product is [NH2:23][C:21]1[CH:20]=[CH:19][C:3]([O:4][C:5]2[CH:10]=[CH:9][N:8]=[C:7]([NH:11][C:12]([N:14]3[CH2:15][CH2:16][CH2:17][CH2:18]3)=[O:13])[CH:6]=2)=[C:2]([F:1])[CH:22]=1. The yield is 0.760. (9) The reactants are [NH2:1][C:2]1[N:7]([C:8]2[CH:13]=[CH:12][C:11]([CH2:14][CH:15]=O)=[CH:10][CH:9]=2)[C:6](=[O:17])[CH:5]=[CH:4][C:3]=1[C:18](=[O:27])[C:19]1[CH:24]=[CH:23][C:22]([F:25])=[CH:21][C:20]=1[F:26].[CH3:28][C:29]([C:32]([O:34][C:35]([CH3:38])([CH3:37])[CH3:36])=[O:33])([CH3:31])[NH2:30].[BH-](OC(C)=O)(OC(C)=O)OC(C)=O.[Na+]. The catalyst is C1COCC1.CCOC(C)=O. The product is [NH2:1][C:2]1[N:7]([C:8]2[CH:13]=[CH:12][C:11]([CH2:14][CH2:15][NH:30][C:29]([CH3:28])([C:32]([O:34][C:35]([CH3:38])([CH3:37])[CH3:36])=[O:33])[CH3:31])=[CH:10][CH:9]=2)[C:6](=[O:17])[CH:5]=[CH:4][C:3]=1[C:18](=[O:27])[C:19]1[CH:24]=[CH:23][C:22]([F:25])=[CH:21][C:20]=1[F:26]. The yield is 0.480.